Dataset: Forward reaction prediction with 1.9M reactions from USPTO patents (1976-2016). Task: Predict the product of the given reaction. Given the reactants [C:1]([O:5][C:6](=[O:12])[NH:7][C@H:8]([CH3:11])[CH2:9][OH:10])([CH3:4])([CH3:3])[CH3:2].C(Cl)(=O)C(Cl)=O.CS(C)=O, predict the reaction product. The product is: [C:1]([O:5][C:6](=[O:12])[NH:7][CH:8]([CH3:11])[CH:9]=[O:10])([CH3:4])([CH3:2])[CH3:3].